This data is from Retrosynthesis with 50K atom-mapped reactions and 10 reaction types from USPTO. The task is: Predict the reactants needed to synthesize the given product. (1) Given the product c1ccc(-c2ccc3nnc(CNc4ncnc5nc[nH]c45)n3n2)cc1, predict the reactants needed to synthesize it. The reactants are: Clc1ncnc2nc[nH]c12.NCc1nnc2ccc(-c3ccccc3)nn12. (2) Given the product CC(C)(C)OC(=O)NCCNCCNC[C@H]1NC(=O)[C@H]1NC(=O)/C(=N\OC(C)(C)C(=O)OC(C)(C)C)c1csc(NC(=O)OC(C)(C)C)n1, predict the reactants needed to synthesize it. The reactants are: CC(C)(C)OC(=O)NCC=O.CC(C)(C)OC(=O)Nc1nc(/C(=N/OC(C)(C)C(=O)OC(C)(C)C)C(=O)N[C@@H]2C(=O)N[C@@H]2CNCCN)cs1.